Dataset: Experimentally validated miRNA-target interactions with 360,000+ pairs, plus equal number of negative samples. Task: Binary Classification. Given a miRNA mature sequence and a target amino acid sequence, predict their likelihood of interaction. (1) The miRNA is mmu-miR-129-5p with sequence CUUUUUGCGGUCUGGGCUUGC. The protein sequence of the target gene is MAASFPEGVPETEDGKRPQFGHRFLSDPARVFHHNAWDNVKWSEEQAAAAERKVQENSSPLVCPEKQVDYEVNAHKYWDDFYRIHENGFFKDRHWLFTEFPELAPSHSHLTGVPLEKQRSDVCEDGPGLTAEQHKCSCASPGCETQVPPLEEPVTQKLGHLEISGEEFPGSSATYRILEVGCGVGNTVFPILQTNNNPNLFVYCCDFSATAIELLKTNSQYDPSRCYAFVHDLCDEDQSYPVPEDSLDVIVLIFVLSAIVPDKMQKAISKLSRLLKPGGVMLLRDYGRYDMAQLRFKKGQ.... Result: 1 (interaction). (2) The miRNA is mmu-miR-717 with sequence CUCAGACAGAGAUACCUUCUCU. The protein sequence of the target gene is MKLLTGLVFCSLVLGVSSRSFFSFLGEAFDGARDMWRAYSDMREANYIGSDKYFHARGNYDAAKRGPGGVWAAEAISDARENIQRFFGHGAEDSLADQAANEWGRSGKDPNHFRPAGLPEKY. Result: 0 (no interaction). (3) The miRNA is mmu-miR-9-5p with sequence UCUUUGGUUAUCUAGCUGUAUGA. The protein sequence of the target gene is MTTARYRPTWDLALDPLVSCKLCLGEYPAEQMTTIAQCQCIFCTLCLKQYVELLIKEGLETAISCPDAACPKQGHLQENEIECMVAAEIMQRYKKLQFEREVLFDPCRTWCPASTCQAVCQLQDIGLQTPQLVQCKACDMEFCSACKARWHPGQGCPETMPITFLPGETSSAFKMEEGDAPIKRCPKCRVYIERDEGCAQMMCKNCKHAFCWYCLESLDDDFLLIHYDKGPCRNKLGHSRASVIWHRTQVVGIFAGFGLLLLVASPFLLLATPFVLCCKCKCSKGDDDPLPT. Result: 1 (interaction). (4) The miRNA is mmu-miR-466p-3p with sequence AUACAUACACGCACACAUAAGA. The protein sequence of the target gene is MNRIRIHVLPTNRGRITPVPRSQEPLSCAFTHRPCSHPRLEGQEFCIKHILEDKNAPFKQCSYISTKNGKRCPNAAPKPEKKDGVSFCAEHVRRNALALHAQMKKTNPGPVGETLLCQLSSYAKTELGSQTPESSRSEASRILDEDSWSDGEQEPITVDQTWRGDPDSEADSIDSDQEDPLKHAGVYTAEEVALIMREKLIRLQSLYIDQFKRLQHLLKEKKRRYLHNRKVEHEALGSSLLTGPEGLLAKERENLKRLKCLRRYRQRYGVEALLHRQLKERRMLATDGAAQQAHTTRSSQ.... Result: 0 (no interaction). (5) The miRNA is hsa-miR-6128 with sequence ACUGGAAUUGGAGUCAAAA. The protein sequence of the target gene is MVLAQSRVSAGVGSPHCSGSGGGGSDSFPWPASHPGNPQCSFSTAFLASPRLSRGTLAYLPPAPWSSLATPSALLGSSCAPPPPPARCPQPRALSPELGTKAGPRRPHRWELPRSPSQGAQGPAPRRRLLETMKGIVAASGSETEDEDSMDIPLDLSSSAGSGKRRRRGNLPKESVQILRDWLYEHRYNAYPSEQEKALLSQQTHLSTLQVCNWFINARRRLLPDMLRKDGKDPNQFTISRRGAKISETSSVESVMGIKNFMPALEETPFHSCTAGPNPTLGRPLSPKPSSPGSVLARPS.... Result: 0 (no interaction). (6) The miRNA is mmu-miR-717 with sequence CUCAGACAGAGAUACCUUCUCU. The protein sequence of the target gene is MTLRLLEDWCRGMDMNPRKALLVAGIPPTCGVADIEEALQAGLAPLGEHRLLGRMFRRDENKNVALIGLTVETGSALVPKEIPAKGGVWRVIFKPPDTDSDFLCRLNEFLKGEGMTMGELTRVLGNRNDPLGLDPGIMIPEIRAPMLAQALNEALKPTLQYLRYKKLSVFSGRDPPGPGEEEFESWMFHTSQVMKTWQVSDVEKRRRLIESLRGPAFEIIRVLKINNPFITVAECLKTLETIFGIIDNPRALQVKYLTTYQKTDEKLSAYVLRLEPLLQKLVQKGAIEKEVVNQARLDQV.... Result: 0 (no interaction).